From a dataset of Forward reaction prediction with 1.9M reactions from USPTO patents (1976-2016). Predict the product of the given reaction. Given the reactants [CH2:1]([NH:3][C:4]([CH:6]1[N:14]([C:15](=[O:38])[C@@H:16]([NH:20]C(=O)OCC2C3C=CC=CC=3C3C2=CC=CC=3)[CH:17]([CH3:19])[CH3:18])[C:9]2=[N:10][CH:11]=[CH:12][CH:13]=[C:8]2[CH2:7]1)=[O:5])[CH3:2].N1CCCCC1, predict the reaction product. The product is: [NH2:20][C@@H:16]([CH:17]([CH3:18])[CH3:19])[C:15]([N:14]1[C:9]2=[N:10][CH:11]=[CH:12][CH:13]=[C:8]2[CH2:7][CH:6]1[C:4]([NH:3][CH2:1][CH3:2])=[O:5])=[O:38].